From a dataset of Full USPTO retrosynthesis dataset with 1.9M reactions from patents (1976-2016). Predict the reactants needed to synthesize the given product. (1) Given the product [CH2:10]([N:17]1[CH2:22][CH2:21][C:20]([C:3]2[CH:8]=[CH:7][CH:6]=[C:5]([CH3:9])[CH:4]=2)([OH:23])[CH2:19][CH2:18]1)[C:11]1[CH:12]=[CH:13][CH:14]=[CH:15][CH:16]=1, predict the reactants needed to synthesize it. The reactants are: [Mg].Br[C:3]1[CH:4]=[C:5]([CH3:9])[CH:6]=[CH:7][CH:8]=1.[CH2:10]([N:17]1[CH2:22][CH2:21][C:20](=[O:23])[CH2:19][CH2:18]1)[C:11]1[CH:16]=[CH:15][CH:14]=[CH:13][CH:12]=1. (2) The reactants are: C[O:2][C:3](=[O:25])[CH:4]([N:11]1[C:16](=[O:17])[CH:15]=[C:14]([O:18][CH2:19][CH:20]2[CH2:24][CH2:23][CH2:22][CH2:21]2)[CH:13]=[N:12]1)[CH2:5][CH:6]1[CH2:10][CH2:9][CH2:8][CH2:7]1.[OH-].[Na+]. Given the product [CH:6]1([CH2:5][CH:4]([N:11]2[C:16](=[O:17])[CH:15]=[C:14]([O:18][CH2:19][CH:20]3[CH2:21][CH2:22][CH2:23][CH2:24]3)[CH:13]=[N:12]2)[C:3]([OH:25])=[O:2])[CH2:7][CH2:8][CH2:9][CH2:10]1, predict the reactants needed to synthesize it. (3) Given the product [N:12]1([C:1]([O:3][C:4]([CH3:7])([CH3:6])[CH3:5])=[O:2])[CH2:13][CH:14]=[CH:15][CH2:16][CH2:17]1, predict the reactants needed to synthesize it. The reactants are: [C:1](OC([O-])=O)([O:3][C:4]([CH3:7])([CH3:6])[CH3:5])=[O:2].[NH:12]1[CH2:17][CH:16]=[CH:15][CH2:14][CH2:13]1.C(=O)([O-])[O-].[Na+].[Na+]. (4) Given the product [CH:1]1([C:4]2[NH:8][C:7]3[CH:9]=[C:10]([C:26]4[C:27]([CH3:32])=[N:28][O:29][C:30]=4[CH3:31])[CH:11]=[C:12]([C:13]([F:39])([C:21]4[O:22][CH:23]=[CH:24][N:25]=4)[C:15]4[CH:16]=[N:17][CH:18]=[CH:19][CH:20]=4)[C:6]=3[N:5]=2)[CH2:3][CH2:2]1, predict the reactants needed to synthesize it. The reactants are: [CH:1]1([C:4]2[NH:8][C:7]3[CH:9]=[C:10]([C:26]4[C:27]([CH3:32])=[N:28][O:29][C:30]=4[CH3:31])[CH:11]=[C:12]([C:13]([C:21]4[O:22][CH:23]=[CH:24][N:25]=4)([C:15]4[CH:16]=[N:17][CH:18]=[CH:19][CH:20]=4)O)[C:6]=3[N:5]=2)[CH2:3][CH2:2]1.CCN(S(F)(F)[F:39])CC.CCOC(C)=O. (5) Given the product [NH2:20][C:13]1[CH:12]=[C:11]([C:9]([N:4]2[CH2:5][C@H:6]([CH3:8])[NH:7][C@H:2]([CH3:1])[CH2:3]2)=[O:10])[CH:16]=[CH:15][C:14]=1[NH2:17], predict the reactants needed to synthesize it. The reactants are: [CH3:1][C@H:2]1[NH:7][C@@H:6]([CH3:8])[CH2:5][N:4]([C:9]([C:11]2[CH:16]=[CH:15][C:14]([N+:17]([O-])=O)=[C:13]([N+:20]([O-])=O)[CH:12]=2)=[O:10])[CH2:3]1.